From a dataset of Full USPTO retrosynthesis dataset with 1.9M reactions from patents (1976-2016). Predict the reactants needed to synthesize the given product. (1) The reactants are: Cl[C:2]1[N:3]=[C:4]([N:15]2[CH2:20][CH2:19][O:18][CH2:17][CH2:16]2)[C:5]2[O:10][C:9]([C:11]([NH:13][CH3:14])=[O:12])=[CH:8][C:6]=2[N:7]=1.CC1(C)C(C)(C)OB([C:29]2[CH:37]=[CH:36][CH:35]=[C:34]3[C:30]=2[CH:31]=[N:32][NH:33]3)O1. Given the product [NH:33]1[C:34]2[C:30](=[C:29]([C:2]3[N:3]=[C:4]([N:15]4[CH2:20][CH2:19][O:18][CH2:17][CH2:16]4)[C:5]4[O:10][C:9]([C:11]([NH:13][CH3:14])=[O:12])=[CH:8][C:6]=4[N:7]=3)[CH:37]=[CH:36][CH:35]=2)[CH:31]=[N:32]1, predict the reactants needed to synthesize it. (2) The reactants are: [OH:1][C:2]1[CH:3]=[C:4]2[C:9](=[C:10]3[CH:15]4[CH2:16][CH:12]([CH2:13][CH2:14]4)[C:11]=13)[O:8][C:7]([CH2:18][CH2:19][C:20]([OH:22])=[O:21])([CH3:17])[CH2:6][CH2:5]2.[OH-].[Na+].[CH2:25](Br)[CH:26]=[C:27]([CH3:29])[CH3:28].Cl. Given the product [OH:1][C:2]1[C:3]([CH2:25][CH:26]=[C:27]([CH3:29])[CH3:28])=[C:4]2[C:9](=[C:10]3[CH:15]4[CH2:16][CH:12]([CH2:13][CH2:14]4)[C:11]=13)[O:8][C:7]([CH2:18][CH2:19][C:20]([OH:22])=[O:21])([CH3:17])[CH2:6][CH2:5]2, predict the reactants needed to synthesize it.